From a dataset of Reaction yield outcomes from USPTO patents with 853,638 reactions. Predict the reaction yield, written as a fraction of the theoretical maximum amount of product (1.0 means a 100% yield; for example, 0.34 means a 34% yield). (1) The reactants are [CH3:1][O:2][C:3]1[N:8]=[C:7]([N:9]2[CH:13]=[C:12]([CH3:14])[N:11]=[C:10]2[CH2:15][CH2:16][C:17]([F:20])([F:19])[F:18])[C:6]([N+:21]([O-])=O)=[CH:5][CH:4]=1.C1COCC1.C([O-])=O.[NH4+]. The catalyst is [Pd].CO. The product is [CH3:1][O:2][C:3]1[N:8]=[C:7]([N:9]2[CH:13]=[C:12]([CH3:14])[N:11]=[C:10]2[CH2:15][CH2:16][C:17]([F:18])([F:19])[F:20])[C:6]([NH2:21])=[CH:5][CH:4]=1. The yield is 0.980. (2) The reactants are CO[C:3](=[O:22])[CH2:4][C:5]1[N:9]2[CH:10]=[C:11]([CH3:14])[CH:12]=[CH:13][C:8]2=[N:7][C:6]=1[C:15]1[CH:20]=[CH:19][C:18]([CH3:21])=[CH:17][CH:16]=1.C[Si](C)(C)[N-][Si](C)(C)C.[K+].[O:33]1[C:38]2[CH:39]=[CH:40][CH:41]=[CH:42][C:37]=2[O:36][CH2:35][CH:34]1C(Cl)=O.Cl.C([O-])([O-])=O.[K+].[K+]. The catalyst is C1COCC1.C(O)(=O)C. The product is [O:33]1[C:38]2[CH:39]=[CH:40][CH:41]=[CH:42][C:37]=2[O:36][CH2:35][CH:34]1[C:3](=[O:22])[CH2:4][C:5]1[N:9]2[CH:10]=[C:11]([CH3:14])[CH:12]=[CH:13][C:8]2=[N:7][C:6]=1[C:15]1[CH:20]=[CH:19][C:18]([CH3:21])=[CH:17][CH:16]=1. The yield is 0.0200.